This data is from Full USPTO retrosynthesis dataset with 1.9M reactions from patents (1976-2016). The task is: Predict the reactants needed to synthesize the given product. (1) The reactants are: [NH2:1][CH2:2][C:3]1([CH2:8][OH:9])[CH2:7][CH2:6][CH2:5][CH2:4]1.[OH-].[Na+].[C:12](O[C:12]([O:14][C:15]([CH3:18])([CH3:17])[CH3:16])=[O:13])([O:14][C:15]([CH3:18])([CH3:17])[CH3:16])=[O:13]. Given the product [C:15]([O:14][C:12]([NH:1][CH2:2][C:3]1([CH2:8][OH:9])[CH2:7][CH2:6][CH2:5][CH2:4]1)=[O:13])([CH3:18])([CH3:17])[CH3:16], predict the reactants needed to synthesize it. (2) Given the product [CH:1]1([C:4]2[N:9]=[C:8]([CH:10]=[O:11])[CH:7]=[C:6]([O:12][CH2:13][CH3:14])[C:5]=2[C:20]2[CH:21]=[CH:22][C:17]([F:16])=[CH:18][CH:19]=2)[CH2:3][CH2:2]1, predict the reactants needed to synthesize it. The reactants are: [CH:1]1([C:4]2[N:9]=[C:8]([CH:10]=[O:11])[CH:7]=[C:6]([O:12][CH2:13][CH3:14])[C:5]=2O)[CH2:3][CH2:2]1.[F:16][C:17]1[CH:22]=[CH:21][C:20](B(O)O)=[CH:19][CH:18]=1. (3) Given the product [O:13]1[CH:17]=[CH:16][C:15]([C:18]2[CH2:11][N:8]([C:1]([O:3][C:4]([CH3:7])([CH3:6])[CH3:5])=[O:2])[CH2:9][C:10](=[O:12])[C:19]=2[Si:20]([CH3:22])([CH3:21])[CH3:23])=[CH:14]1, predict the reactants needed to synthesize it. The reactants are: [C:1]([N:8]1[CH2:11][C:10](=[O:12])[CH2:9]1)([O:3][C:4]([CH3:7])([CH3:6])[CH3:5])=[O:2].[O:13]1[CH:17]=[CH:16][C:15]([C:18]#[C:19][Si:20]([CH3:23])([CH3:22])[CH3:21])=[CH:14]1. (4) The reactants are: [C:1]([NH:4][CH2:5][C@@H:6]([C:12]1[CH:17]=[CH:16][CH:15]=[CH:14][C:13]=1[C:18]1[O:22][N:21]=[C:20]([C@@H:23]2[C@:28]([C:30]3[CH:35]=[CH:34][C:33]([F:36])=[C:32]([F:37])[CH:31]=3)([OH:29])[CH2:27][CH2:26][N:25](C(OC(C)(C)C)=O)[CH2:24]2)[C:19]=1[Br:45])[CH2:7][CH2:8][CH2:9][O:10][CH3:11])(=[O:3])[CH3:2].[ClH:46].O1CCOCC1. Given the product [Cl-:46].[C:1]([NH:4][CH2:5][C@@H:6]([C:12]1[CH:17]=[CH:16][CH:15]=[CH:14][C:13]=1[C:18]1[O:22][N:21]=[C:20]([C@@H:23]2[C@:28]([C:30]3[CH:35]=[CH:34][C:33]([F:36])=[C:32]([F:37])[CH:31]=3)([OH:29])[CH2:27][CH2:26][NH2+:25][CH2:24]2)[C:19]=1[Br:45])[CH2:7][CH2:8][CH2:9][O:10][CH3:11])(=[O:3])[CH3:2], predict the reactants needed to synthesize it. (5) Given the product [CH3:43][C:29]1[N:28]=[CH:33][C:32]([C:2]2[N:3]=[C:4]([N:22]3[CH2:27][CH2:26][O:25][CH2:24][CH2:23]3)[C:5]3[S:10][C:9]([CH2:11][N:12]4[CH2:17][CH2:16][N:15]([S:18]([CH3:21])(=[O:20])=[O:19])[CH2:14][CH2:13]4)=[CH:8][C:6]=3[N:7]=2)=[CH:31][CH:30]=1, predict the reactants needed to synthesize it. The reactants are: Cl[C:2]1[N:3]=[C:4]([N:22]2[CH2:27][CH2:26][O:25][CH2:24][CH2:23]2)[C:5]2[S:10][C:9]([CH2:11][N:12]3[CH2:17][CH2:16][N:15]([S:18]([CH3:21])(=[O:20])=[O:19])[CH2:14][CH2:13]3)=[CH:8][C:6]=2[N:7]=1.[N:28]1[CH:33]=[C:32](B2OC(C)(C)C(C)(C)O2)[CH:31]=[CH:30][C:29]=1[CH3:43]. (6) Given the product [C:1]1([C:7]2[O:11][N:10]=[CH:9][C:8]=2[C:12]([N:15]2[CH2:19][CH2:18][CH2:17][CH2:16]2)=[O:14])[CH:2]=[CH:3][CH:4]=[CH:5][CH:6]=1, predict the reactants needed to synthesize it. The reactants are: [C:1]1([C:7]2[O:11][N:10]=[CH:9][C:8]=2[C:12]([OH:14])=O)[CH:6]=[CH:5][CH:4]=[CH:3][CH:2]=1.[NH:15]1[CH2:19][CH2:18][CH2:17][CH2:16]1. (7) Given the product [CH2:26]([O:25][CH:30]([OH:1])[C:29]([C:12]1[CH:11]=[C:10]([NH:15][S:16]([C:19]2[CH:20]=[CH:21][CH:22]=[CH:23][CH:24]=2)(=[O:17])=[O:18])[CH:9]=[CH:14][CH:13]=1)=[O:28])[CH3:27], predict the reactants needed to synthesize it. The reactants are: [OH2:1].C.[Se](=O)=O.C([C:9]1[CH:14]=[CH:13][CH:12]=[CH:11][C:10]=1[NH:15][S:16]([C:19]1[CH:24]=[CH:23][CH:22]=[CH:21][CH:20]=1)(=[O:18])=[O:17])(=O)C.[O:25]1[CH2:30][CH2:29][O:28][CH2:27][CH2:26]1.